Dataset: Reaction yield outcomes from USPTO patents with 853,638 reactions. Task: Predict the reaction yield, written as a fraction of the theoretical maximum amount of product (1.0 means a 100% yield; for example, 0.34 means a 34% yield). The reactants are C([N:8]1[CH2:13][CH2:12][C:11]2([CH2:17][C:16]3[CH:18]=[C:19]([CH3:22])[CH:20]=[CH:21][C:15]=3[O:14]2)[CH2:10][CH2:9]1)C1C=CC=CC=1.ClC(OC(Cl)C)=O. The catalyst is ClCCl. The product is [CH3:22][C:19]1[CH:20]=[CH:21][C:15]2[O:14][C:11]3([CH2:10][CH2:9][NH:8][CH2:13][CH2:12]3)[CH2:17][C:16]=2[CH:18]=1. The yield is 0.770.